Dataset: Forward reaction prediction with 1.9M reactions from USPTO patents (1976-2016). Task: Predict the product of the given reaction. (1) Given the reactants [Br-].[CH3:2][O:3][C:4]1[CH:9]=[CH:8][C:7]([CH2:10][P+](C2C=CC=CC=2)(C2C=CC=CC=2)C2C=CC=CC=2)=[CH:6][CH:5]=1.[CH3:30][CH:31]([CH2:34][CH2:35][CH2:36][CH2:37][CH2:38][CH2:39][CH2:40][CH2:41][CH3:42])[CH:32]=O, predict the reaction product. The product is: [CH3:2][O:3][C:4]1[CH:5]=[CH:6][C:7]([CH:10]=[CH:30][CH:31]([CH3:32])[CH2:34][CH2:35][CH2:36][CH2:37][CH2:38][CH2:39][CH2:40][CH2:41][CH3:42])=[CH:8][CH:9]=1. (2) Given the reactants O=C1C2C(=CC=CC=2)C(=O)[N:3]1[C@@H:12]1[CH2:16][O:15][CH2:14][C@@H:13]1[NH:17][C:18](=[O:24])[O:19][C:20]([CH3:23])([CH3:22])[CH3:21].O.NN, predict the reaction product. The product is: [NH2:3][C@@H:12]1[CH2:16][O:15][CH2:14][C@@H:13]1[NH:17][C:18](=[O:24])[O:19][C:20]([CH3:22])([CH3:21])[CH3:23]. (3) Given the reactants [Cl:1][C:2]1[C:14]([F:15])=[C:13]2[C:5]([C:6]3[C:7](=[O:24])[C:8]4[CH:21]=[CH:20][C:19]([O:22]C)=[CH:18][C:9]=4[C:10]([CH3:17])([CH3:16])[C:11]=3[NH:12]2)=[CH:4][CH:3]=1.[Cl-].[NH+]1C=CC=CC=1, predict the reaction product. The product is: [Cl:1][C:2]1[C:14]([F:15])=[C:13]2[C:5]([C:6]3[C:7](=[O:24])[C:8]4[CH:21]=[CH:20][C:19]([OH:22])=[CH:18][C:9]=4[C:10]([CH3:17])([CH3:16])[C:11]=3[NH:12]2)=[CH:4][CH:3]=1. (4) Given the reactants [CH2:1]([N:3]1[CH:7]=[N:6][N:5]=[C:4]1[C:8]1[CH:13]=[CH:12][N:11]=[CH:10][CH:9]=1)[CH3:2].[CH2:14]=[O:15], predict the reaction product. The product is: [NH3:3].[CH2:1]([N:3]1[C:4]([C:8]2[CH:13]=[CH:12][N:11]=[CH:10][CH:9]=2)=[N:5][N:6]=[C:7]1[CH2:14][OH:15])[CH3:2]. (5) Given the reactants [N:1]1([C:7]2[CH:8]=[C:9]([C:22]3[C:35]4[C:36]5=[C:37]6[C:32](=[CH:33][CH:34]=4)[CH:31]=[CH:30][CH:29]=[C:28]6[CH:27]=[CH:26][C:25]5=[CH:24][CH:23]=3)[C:10]3[CH2:11][C:12]4[C:17]([C:18]=3[C:19]=2[C:20]#[N:21])=[CH:16][CH:15]=[CH:14][CH:13]=4)[CH2:6][CH2:5][CH2:4][CH2:3][CH2:2]1.[H-].[Na+].C1C[O:43]CC1, predict the reaction product. The product is: [O:43]=[C:11]1[C:10]2[C:9]([C:22]3[C:35]4[C:36]5=[C:37]6[C:32](=[CH:33][CH:34]=4)[CH:31]=[CH:30][CH:29]=[C:28]6[CH:27]=[CH:26][C:25]5=[CH:24][CH:23]=3)=[CH:8][C:7]([N:1]3[CH2:6][CH2:5][CH2:4][CH2:3][CH2:2]3)=[C:19]([C:20]#[N:21])[C:18]=2[C:17]2[C:12]1=[CH:13][CH:14]=[CH:15][CH:16]=2. (6) Given the reactants C[O:2][C:3](=[O:30])[C:4]1[CH:9]=[CH:8][CH:7]=[C:6](/[CH:10]=[C:11]2\[C:12](C)=[C:13]([C:21]3[CH:26]=[CH:25][CH:24]=[C:23]([O:27][CH3:28])[CH:22]=3)[CH:14]([CH2:17][N:18]([CH3:20])[CH3:19])[CH2:15][CH2:16]\2)[CH:5]=1.[OH-].[K+].Cl, predict the reaction product. The product is: [CH3:19][N:18]([CH2:17][CH:14]1[CH2:15][CH2:16]/[C:11](=[CH:10]/[C:6]2[CH:5]=[C:4]([CH:9]=[CH:8][CH:7]=2)[C:3]([OH:30])=[O:2])/[CH:12]=[C:13]1[C:21]1[CH:26]=[CH:25][CH:24]=[C:23]([O:27][CH3:28])[CH:22]=1)[CH3:20]. (7) Given the reactants [OH:1][C@@H:2]1[O:10][C@H:9]([C:11]([OH:13])=O)[C@@H:7]([OH:8])[C@H:5]([OH:6])[C@H:3]1[OH:4].O[C:15]1[CH:16]=[CH:17][CH:18]=[C:19]2[C:24]=1[N:23]=[CH:22][CH:21]=[CH:20]2.[Na], predict the reaction product. The product is: [CH:17]1[CH:16]=[C:15]([O:1][C@@H:2]2[O:10][C@H:9]([CH2:11][OH:13])[C@H:7]([OH:8])[C@H:5]([OH:6])[C@H:3]2[OH:4])[C:24]2[N:23]=[CH:22][CH:21]=[CH:20][C:19]=2[CH:18]=1.